This data is from Peptide-MHC class II binding affinity with 134,281 pairs from IEDB. The task is: Regression. Given a peptide amino acid sequence and an MHC pseudo amino acid sequence, predict their binding affinity value. This is MHC class II binding data. The peptide sequence is PLFIFSLKDTLKRRS. The MHC is DRB1_1101 with pseudo-sequence DRB1_1101. The binding affinity (normalized) is 0.796.